This data is from Retrosynthesis with 50K atom-mapped reactions and 10 reaction types from USPTO. The task is: Predict the reactants needed to synthesize the given product. Given the product CS(=O)(=O)OCCc1ccc(F)cc1F, predict the reactants needed to synthesize it. The reactants are: CS(=O)(=O)Cl.OCCc1ccc(F)cc1F.